From a dataset of Full USPTO retrosynthesis dataset with 1.9M reactions from patents (1976-2016). Predict the reactants needed to synthesize the given product. The reactants are: Cl[CH2:2][C:3]1[C:11]([O:12][CH3:13])=[CH:10][CH:9]=[C:8]2[C:4]=1[CH2:5][CH2:6][C:7]2=[O:14].CCN(CC)CC.CC(O[Na])=O. Given the product [CH3:13][O:12][C:11]1[C:3]([CH3:2])=[C:4]2[C:8](=[CH:9][CH:10]=1)[C:7](=[O:14])[CH2:6][CH2:5]2, predict the reactants needed to synthesize it.